From a dataset of Catalyst prediction with 721,799 reactions and 888 catalyst types from USPTO. Predict which catalyst facilitates the given reaction. (1) Reactant: Cl[C:2]1[C:3]2[S:10][CH:9]=[C:8]([C:11]([NH:13][C:14]3[C:19]([Cl:20])=[CH:18][CH:17]=[C:16]([NH:21][S:22]([CH2:25][CH2:26][CH3:27])(=[O:24])=[O:23])[C:15]=3[Cl:28])=[O:12])[C:4]=2[N:5]=[CH:6][N:7]=1.[NH3:29]. Product: [Cl:28][C:15]1[C:16]([NH:21][S:22]([CH2:25][CH2:26][CH3:27])(=[O:24])=[O:23])=[CH:17][CH:18]=[C:19]([Cl:20])[C:14]=1[NH:13][C:11]([C:8]1[C:4]2[N:5]=[CH:6][N:7]=[C:2]([NH2:29])[C:3]=2[S:10][CH:9]=1)=[O:12]. The catalyst class is: 32. (2) Reactant: [F:1][C:2]1[CH:7]=[CH:6][CH:5]=[CH:4][C:3]=1[C:8]1[C:20]2[C:19]3[C:14](=[CH:15][C:16]([CH3:28])=[C:17]([O:21][C:22]4[CH:23]=[N:24][CH:25]=[N:26][CH:27]=4)[CH:18]=3)[NH:13][C:12]=2[C:11]([C:29]([O:31]CC)=[O:30])=[N:10][CH:9]=1.[OH-].[Na+]. Product: [F:1][C:2]1[CH:7]=[CH:6][CH:5]=[CH:4][C:3]=1[C:8]1[C:20]2[C:19]3[C:14](=[CH:15][C:16]([CH3:28])=[C:17]([O:21][C:22]4[CH:27]=[N:26][CH:25]=[N:24][CH:23]=4)[CH:18]=3)[NH:13][C:12]=2[C:11]([C:29]([OH:31])=[O:30])=[N:10][CH:9]=1. The catalyst class is: 5. (3) Reactant: [NH2:1][C:2]1[CH:9]=[CH:8][C:5]([CH2:6][OH:7])=[CH:4][CH:3]=1.O.[OH-].[Na+].[C:13](O[C:13]([O:15][C:16]([CH3:19])([CH3:18])[CH3:17])=[O:14])([O:15][C:16]([CH3:19])([CH3:18])[CH3:17])=[O:14]. Product: [C:16]([O:15][C:13](=[O:14])[NH:1][C:2]1[CH:9]=[CH:8][C:5]([CH2:6][OH:7])=[CH:4][CH:3]=1)([CH3:19])([CH3:18])[CH3:17]. The catalyst class is: 12.